Dataset: Reaction yield outcomes from USPTO patents with 853,638 reactions. Task: Predict the reaction yield, written as a fraction of the theoretical maximum amount of product (1.0 means a 100% yield; for example, 0.34 means a 34% yield). The reactants are C([O:8][C:9]1[CH:10]=[C:11]2[C:20](=[CH:21][CH:22]=1)[C:14]1([O:19][CH2:18][CH2:17][NH:16][CH2:15]1)[CH2:13][CH2:12]2)C1C=CC=CC=1. The catalyst is CO.[OH-].[Pd+2].[OH-]. The product is [NH:16]1[CH2:17][CH2:18][O:19][C:14]2([C:20]3[C:11](=[CH:10][C:9]([OH:8])=[CH:22][CH:21]=3)[CH2:12][CH2:13]2)[CH2:15]1. The yield is 0.970.